From a dataset of Full USPTO retrosynthesis dataset with 1.9M reactions from patents (1976-2016). Predict the reactants needed to synthesize the given product. (1) Given the product [F:1][C:2]1[CH:3]=[CH:4][C:5]([C:8]2[S:12][N:11]=[C:10]([C:13]3[CH:18]=[CH:17][C:16]([CH2:19][Br:27])=[CH:15][CH:14]=3)[N:9]=2)=[CH:6][CH:7]=1, predict the reactants needed to synthesize it. The reactants are: [F:1][C:2]1[CH:7]=[CH:6][C:5]([C:8]2[S:12][N:11]=[C:10]([C:13]3[CH:18]=[CH:17][C:16]([CH3:19])=[CH:15][CH:14]=3)[N:9]=2)=[CH:4][CH:3]=1.C1C(=O)N([Br:27])C(=O)C1. (2) Given the product [F:54][C:53]([F:56])([F:55])[C:51]([OH:57])=[O:52].[Cl:1][C:2]1[CH:3]=[C:4]2[NH:22][C:21]([NH:31][C@@H:32]3[C@H:33]4[O:39][CH2:38][C@@H:37]([NH2:40])[C@H:34]4[O:35][CH2:36]3)=[N:20][C:5]2=[N:6][C:7]=1[C:8]1[CH:13]=[CH:12][C:11]([C:14]2[CH:15]=[CH:16][CH:17]=[CH:18][CH:19]=2)=[CH:10][CH:9]=1, predict the reactants needed to synthesize it. The reactants are: [Cl:1][C:2]1[CH:3]=[C:4]2[N:22](COCC[Si](C)(C)C)[C:21]([NH:31][C@H:32]3[CH2:36][O:35][C@@H:34]4[C@H:37]([NH:40]C(=O)OC(C)(C)C)[CH2:38][O:39][C@H:33]34)=[N:20][C:5]2=[N:6][C:7]=1[C:8]1[CH:13]=[CH:12][C:11]([C:14]2[CH:19]=[CH:18][CH:17]=[CH:16][CH:15]=2)=[CH:10][CH:9]=1.C(Cl)Cl.[C:51]([OH:57])([C:53]([F:56])([F:55])[F:54])=[O:52]. (3) Given the product [CH3:21][O:20][C:17]1[CH:18]=[CH:19][C:14]([C@H:12]2[CH2:13][C@@H:11]2[CH2:10][O:9][C:3]2[C:2]([C:27]3[CH:28]=[CH:29][C:24]([C:22]#[N:23])=[CH:25][CH:26]=3)=[CH:7][N:6]=[C:5]([CH3:8])[N:4]=2)=[N:15][CH:16]=1, predict the reactants needed to synthesize it. The reactants are: Br[C:2]1[C:3]([O:9][CH2:10][C@H:11]2[CH2:13][C@@H:12]2[C:14]2[CH:19]=[CH:18][C:17]([O:20][CH3:21])=[CH:16][N:15]=2)=[N:4][C:5]([CH3:8])=[N:6][CH:7]=1.[C:22]([C:24]1[CH:29]=[CH:28][C:27](B(O)O)=[CH:26][CH:25]=1)#[N:23].C([O-])([O-])=O.[K+].[K+]. (4) Given the product [F:1][C:2]1[C:7]([CH:8]2[CH2:17][CH2:16][C:11]3([O:15][CH2:14][CH2:13][O:12]3)[CH2:10][CH2:9]2)=[CH:6][CH:5]=[CH:4][N:3]=1, predict the reactants needed to synthesize it. The reactants are: [F:1][C:2]1[C:7]([C:8]2[CH2:17][CH2:16][C:11]3([O:15][CH2:14][CH2:13][O:12]3)[CH2:10][CH:9]=2)=[CH:6][CH:5]=[CH:4][N:3]=1.[H][H]. (5) Given the product [Cl:17][C:11]1[CH:10]=[C:9]([C:6]2[CH:7]=[CH:8][N:4]([CH2:3][C@H:2]([NH:1][C:26]([C:24]3[S:25][C:21]([O:20][CH3:19])=[CH:22][N:23]=3)=[O:27])[CH3:18])[N:5]=2)[CH:16]=[CH:15][C:12]=1[C:13]#[N:14], predict the reactants needed to synthesize it. The reactants are: [NH2:1][C@H:2]([CH3:18])[CH2:3][N:4]1[CH:8]=[CH:7][C:6]([C:9]2[CH:16]=[CH:15][C:12]([C:13]#[N:14])=[C:11]([Cl:17])[CH:10]=2)=[N:5]1.[CH3:19][O:20][C:21]1[S:25][C:24]([C:26](O)=[O:27])=[N:23][CH:22]=1. (6) Given the product [CH3:33][C:23]1[CH:28]=[CH:27][C:26]([S:29]([O:21][CH2:20][CH:19]2[CH2:18][C:10]3[CH:11]=[C:12]([Cl:17])[CH:13]=[C:14]([O:15][CH3:16])[C:9]=3[O:22]2)(=[O:31])=[O:30])=[CH:25][CH:24]=1, predict the reactants needed to synthesize it. The reactants are: C(O[C:9]1[C:14]([O:15][CH3:16])=[CH:13][C:12]([Cl:17])=[CH:11][C:10]=1[CH2:18][CH:19]([OH:22])[CH2:20][OH:21])C1C=CC=CC=1.[C:23]1([CH3:33])[CH:28]=[CH:27][C:26]([S:29](Cl)(=[O:31])=[O:30])=[CH:25][CH:24]=1.CC1C=CC(S(OCC(O)CC2C=C(Cl)C=C(OC)C=2OCC2C=CC=CC=2)(=O)=O)=CC=1.S(C1C=CC(C)=CC=1)([O-])(=O)=O.CC1C=CC(S(OCC(O)CC2C=CC(OC)=CC=2O)(=O)=O)=CC=1.CC1C=CC(S(OCC(O)CC2C=C(Cl)C=C(OC)C=2O)(=O)=O)=CC=1.C1(O)C=CC=CC=1.C1(P(C2C=CC=CC=2)C2C=CC=CC=2)C=CC=CC=1.N(C(OC(C)C)=O)=NC(OC(C)C)=O.CC1C=CC(S(OCC2CC3C=CC(OC)=CC=3O2)(=O)=O)=CC=1.